This data is from Forward reaction prediction with 1.9M reactions from USPTO patents (1976-2016). The task is: Predict the product of the given reaction. (1) Given the reactants [Na+].[I-].C([O-])([O-])=O.[K+].[K+].[CH2:9]([CH:13]1[CH2:18][CH2:17][NH:16][CH2:15][CH2:14]1)[CH2:10][CH2:11][CH3:12].Cl[CH2:20][CH2:21][CH2:22][N:23]1[C:28]2[CH:29]=[CH:30][CH:31]=[CH:32][C:27]=2[O:26][CH2:25][C:24]1=[O:33], predict the reaction product. The product is: [CH2:9]([CH:13]1[CH2:18][CH2:17][N:16]([CH2:20][CH2:21][CH2:22][N:23]2[C:28]3[CH:29]=[CH:30][CH:31]=[CH:32][C:27]=3[O:26][CH2:25][C:24]2=[O:33])[CH2:15][CH2:14]1)[CH2:10][CH2:11][CH3:12]. (2) Given the reactants C([O:3][C:4](=O)[CH2:5][C:6](=O)[CH2:7][C:8]1[CH:13]=[CH:12][C:11]([NH:14][C:15]([O:17][C:18]([CH3:21])([CH3:20])[CH3:19])=[O:16])=[CH:10][CH:9]=1)C.[NH2:24][C:25]([NH2:27])=[S:26].CC(C)([O-])C.[K+].Cl, predict the reaction product. The product is: [C:18]([O:17][C:15](=[O:16])[NH:14][C:11]1[CH:12]=[CH:13][C:8]([CH2:7][C:6]2[CH:5]=[C:4]([OH:3])[N:27]=[C:25]([SH:26])[N:24]=2)=[CH:9][CH:10]=1)([CH3:21])([CH3:20])[CH3:19]. (3) Given the reactants [N:1]([CH2:4][C@H:5]1[O:9][C:8](=[O:10])[N:7]([C:11]2[CH:16]=[CH:15][C:14]([S:17]([CH3:19])=[O:18])=[C:13]([F:20])[CH:12]=2)[CH2:6]1)=[N+:2]=[N-:3].N(C[C@H]1OC(=O)N(C2C=CC(SC[CH2:39][F:40])=C(F)C=2)C1)=[N+]=[N-].ClC1C=C(C=CC=1)C(OO)=O, predict the reaction product. The product is: [N:1]([CH2:4][C@H:5]1[O:9][C:8](=[O:10])[N:7]([C:11]2[CH:16]=[CH:15][C:14]([S:17]([CH2:19][CH2:39][F:40])=[O:18])=[C:13]([F:20])[CH:12]=2)[CH2:6]1)=[N+:2]=[N-:3]. (4) Given the reactants Br[C:2]1[CH:29]=[C:28]([CH3:30])[C:5]([C:6]([N:8]2[C:16]3[C:11](=[N:12][CH:13]=[CH:14][CH:15]=3)[C:10]([C:17]3[CH:26]=[CH:25][C:20]([C:21]([O:23][CH3:24])=[O:22])=[CH:19][C:18]=3[F:27])=[N:9]2)=[O:7])=[C:4]([Cl:31])[CH:3]=1.[Li+].C[Si]([N-:37][Si](C)(C)C)(C)C.CC(C1C=C(C(C)C)C(C2C=CC=CC=2P(C2CCCCC2)C2CCCCC2)=C(C(C)C)C=1)C.Cl, predict the reaction product. The product is: [NH2:37][C:2]1[CH:29]=[C:28]([CH3:30])[C:5]([C:6]([N:8]2[C:16]3[C:11](=[N:12][CH:13]=[CH:14][CH:15]=3)[C:10]([C:17]3[CH:26]=[CH:25][C:20]([C:21]([O:23][CH3:24])=[O:22])=[CH:19][C:18]=3[F:27])=[N:9]2)=[O:7])=[C:4]([Cl:31])[CH:3]=1. (5) Given the reactants [CH3:1][C:2]([CH3:16])([O:4][C:5]([NH:7][C@H:8]([C:12]([O:14][CH3:15])=[O:13])[C@H:9]([CH3:11])[OH:10])=[O:6])[CH3:3].[C:17]1([CH3:27])[CH:22]=[CH:21][C:20]([S:23](Cl)(=[O:25])=[O:24])=[CH:19][CH:18]=1, predict the reaction product. The product is: [CH3:16][C:2]([CH3:1])([O:4][C:5]([NH:7][C@H:8]([C:12]([O:14][CH3:15])=[O:13])[C@H:9]([CH3:11])[O:10][S:23]([C:20]1[CH:21]=[CH:22][C:17]([CH3:27])=[CH:18][CH:19]=1)(=[O:25])=[O:24])=[O:6])[CH3:3]. (6) Given the reactants [NH2:1][C:2]1[C:3]([Cl:17])=[N:4][C:5]([Cl:16])=[CH:6][C:7]=1[NH:8][C:9](=[O:15])[O:10][C:11]([CH3:14])([CH3:13])[CH3:12].[CH3:18][C@H:19]1[CH2:24][CH2:23][C@H:22]([CH:25]=O)[CH2:21][CH2:20]1.C(O[BH-](OC(=O)C)OC(=O)C)(=O)C.[Na+], predict the reaction product. The product is: [Cl:17][C:3]1[C:2]([NH:1][CH2:18][C@H:19]2[CH2:24][CH2:23][C@H:22]([CH3:25])[CH2:21][CH2:20]2)=[C:7]([NH:8][C:9](=[O:15])[O:10][C:11]([CH3:12])([CH3:13])[CH3:14])[CH:6]=[C:5]([Cl:16])[N:4]=1. (7) The product is: [NH2:13][C:10]1[CH:11]=[CH:12][C:6]2[N:5]=[C:4]([C:23]3[CH:24]=[C:25]([CH:26]=[CH:27][CH:28]=3)[C:39]#[N:41])[CH2:3][C:2](=[O:1])[NH:8][C:7]=2[CH:9]=1. Given the reactants [O:1]=[C:2]1[NH:8][C:7]2[CH:9]=[C:10]([NH:13]C(NC3C=CC=CC=3)=O)[CH:11]=[CH:12][C:6]=2[N:5]=[C:4]([C:23]2[CH:28]=[CH:27][CH:26]=[C:25](B3OC(C)(C)C(C)(C)O3)[CH:24]=2)[CH2:3]1.C[C:39]([N:41](C)C)=O, predict the reaction product. (8) The product is: [C:39]([C:43]1[N:47]=[C:46]([C:32]([NH:31][CH2:30][C:3]2[CH:4]=[CH:5][C:6]([C:8]3[CH:13]=[CH:12][N:11]=[C:10]4[NH:14][C:15]([C:17]5[CH:22]=[CH:21][C:20]([CH2:23][N:24]6[CH2:29][CH2:28][O:27][CH2:26][CH2:25]6)=[CH:19][N:18]=5)=[N:16][C:9]=34)=[CH:7][C:2]=2[F:1])=[O:38])[O:45][N:44]=1)([CH3:42])([CH3:41])[CH3:40]. Given the reactants [F:1][C:2]1[CH:7]=[C:6]([C:8]2[CH:13]=[CH:12][N:11]=[C:10]3[NH:14][C:15]([C:17]4[CH:22]=[CH:21][C:20]([CH2:23][N:24]5[CH2:29][CH2:28][O:27][CH2:26][CH2:25]5)=[CH:19][N:18]=4)=[N:16][C:9]=23)[CH:5]=[CH:4][C:3]=1[CH2:30][NH:31][C:32](=[O:38])OC(C)(C)C.[C:39]([C:43]1[N:47]=[C:46](C(OC)=O)[O:45][N:44]=1)([CH3:42])([CH3:41])[CH3:40], predict the reaction product. (9) Given the reactants [NH2:1][CH2:2][C:3]1[CH:4]=[C:5]([CH2:9][N:10]([CH3:13])[CH2:11][CH3:12])[CH:6]=[CH:7][CH:8]=1.[CH2:14]([CH:16]([CH2:19][CH3:20])[CH:17]=O)[CH3:15].C(N(C(C)C)CC)(C)C.[CH2:30]1[C:38]2[C:33](=[CH:34][CH:35]=[CH:36][CH:37]=2)[CH2:32][CH:31]1[C@@H:39]([NH:43][C:44]([O:46]C(C)(C)C)=O)[C:40]([OH:42])=O.CC([Si](C)(C)OC1C=CC=CC=1[N+]#[C-])(C)C.C(Cl)(=O)C, predict the reaction product. The product is: [CH2:32]1[C:33]2[C:38](=[CH:37][CH:36]=[CH:35][CH:34]=2)[CH2:30][CH:31]1[C@H:39]1[NH:43][C:44](=[O:46])[C@@H:17]([CH:16]([CH2:19][CH3:20])[CH2:14][CH3:15])[N:1]([CH2:2][C:3]2[CH:8]=[CH:7][CH:6]=[C:5]([CH2:9][N:10]([CH2:11][CH3:12])[CH3:13])[CH:4]=2)[C:40]1=[O:42].